From a dataset of Forward reaction prediction with 1.9M reactions from USPTO patents (1976-2016). Predict the product of the given reaction. (1) Given the reactants [C:1](=O)([O-:3])[O-:2].[Li+:5].[Li+].[O-2].[Ti+4].[O-2].[Li+].[Li+].[O-:12][Ti:13]([O-:15])=[O:14].O, predict the reaction product. The product is: [Li+:5].[Li+:5].[O-:14][Ti:13]([O-:15])=[O:12].[C:1](=[O:3])=[O:2]. (2) Given the reactants Br[C:2]1[CH:3]=[C:4]([N:8]2[C:16]3[CH:15]=[CH:14][C:13]([CH3:17])=[CH:12][C:11]=3[C:10]3[CH2:18][N:19]([CH3:22])[CH2:20][CH2:21][C:9]2=3)[CH:5]=[CH:6][CH:7]=1.[CH3:23][N:24]1[C:28](B2OC(C)(C)C(C)(C)O2)=[CH:27][CH:26]=[N:25]1.C([O-])([O-])=O.[K+].[K+], predict the reaction product. The product is: [CH3:22][N:19]1[CH2:20][CH2:21][C:9]2[N:8]([C:4]3[CH:5]=[CH:6][CH:7]=[C:2]([C:28]4[N:24]([CH3:23])[N:25]=[CH:26][CH:27]=4)[CH:3]=3)[C:16]3[CH:15]=[CH:14][C:13]([CH3:17])=[CH:12][C:11]=3[C:10]=2[CH2:18]1. (3) Given the reactants [CH3:1][C:2]1[N:3]=[CH:4][C:5]2[CH:6]=[CH:7][CH:8]=[C:9]([NH2:12])[C:10]=2[CH:11]=1.[F:13][C:14]([F:26])([F:25])[C:15]1[CH:24]=[CH:23][C:18]([CH2:19][N:20]=[C:21]=[O:22])=[CH:17][CH:16]=1, predict the reaction product. The product is: [CH3:1][C:2]1[N:3]=[CH:4][C:5]2[C:10]([CH:11]=1)=[C:9]([NH:12][C:21]([NH:20][CH2:19][C:18]1[CH:17]=[CH:16][C:15]([C:14]([F:13])([F:26])[F:25])=[CH:24][CH:23]=1)=[O:22])[CH:8]=[CH:7][CH:6]=2.